This data is from Reaction yield outcomes from USPTO patents with 853,638 reactions. The task is: Predict the reaction yield, written as a fraction of the theoretical maximum amount of product (1.0 means a 100% yield; for example, 0.34 means a 34% yield). (1) The reactants are Cl[S:2]([CH:5]1[CH2:10][CH2:9][N:8]([C:11]([O:13][CH2:14][C:15]2[CH:20]=[CH:19][CH:18]=[CH:17][CH:16]=2)=[O:12])[CH2:7][CH2:6]1)(=[O:4])=[O:3].[CH3:21][NH2:22]. The catalyst is C1COCC1. The product is [CH3:21][NH:22][S:2]([CH:5]1[CH2:10][CH2:9][N:8]([C:11]([O:13][CH2:14][C:15]2[CH:20]=[CH:19][CH:18]=[CH:17][CH:16]=2)=[O:12])[CH2:7][CH2:6]1)(=[O:4])=[O:3]. The yield is 0.830. (2) The reactants are COC1C=CC([C@H]([NH:11][C@H:12]2[C:21]3[N:20]=[CH:19][CH:18]=[CH:17][C:16]=3[CH2:15][CH2:14][CH2:13]2)C)=CC=1.C(O)(=O)C.[CH2:26]([O:28][C:29](=[O:32])[CH:30]=O)[CH3:27].C(O[BH-](OC(=O)C)OC(=O)C)(=O)C.[Na+].FC(F)(F)C(O)=O. The catalyst is ClC(Cl)C.O.ClCCl. The product is [N:20]1[C:21]2[C@H:12]([NH:11][CH2:30][C:29]([O:28][CH2:26][CH3:27])=[O:32])[CH2:13][CH2:14][CH2:15][C:16]=2[CH:17]=[CH:18][CH:19]=1. The yield is 0.590. (3) The reactants are [Cl:1][C:2]1[CH:15]=[CH:14][C:5]([CH2:6][N:7]2[CH2:12][CH2:11][CH:10]([NH2:13])[CH2:9][CH2:8]2)=[CH:4][C:3]=1[O:16][CH2:17][CH3:18].[CH3:19][C:20]1[CH:28]=[CH:27][CH:26]=[CH:25][C:21]=1[C:22](Cl)=[O:23]. No catalyst specified. The product is [Cl:1][C:2]1[CH:15]=[CH:14][C:5]([CH2:6][N:7]2[CH2:12][CH2:11][CH:10]([NH:13][C:22](=[O:23])[C:21]3[CH:25]=[CH:26][CH:27]=[CH:28][C:20]=3[CH3:19])[CH2:9][CH2:8]2)=[CH:4][C:3]=1[O:16][CH2:17][CH3:18]. The yield is 0.630. (4) The catalyst is C1COCC1.O. The reactants are C[O:2][C:3]([C:5]1[CH:14]=[CH:13][C:12]2[C:7](=[CH:8][CH:9]=[C:10]([O:29][CH3:30])[C:11]=2[CH2:15][NH:16][CH2:17][C:18]2[CH:23]=[CH:22][C:21]([O:24][C:25]([F:28])([F:27])[F:26])=[CH:20][CH:19]=2)[CH:6]=1)=[O:4].[OH-].[K+].CO.Cl. The product is [CH3:30][O:29][C:10]1[C:11]([CH2:15][NH:16][CH2:17][C:18]2[CH:23]=[CH:22][C:21]([O:24][C:25]([F:26])([F:27])[F:28])=[CH:20][CH:19]=2)=[C:12]2[C:7](=[CH:8][CH:9]=1)[CH:6]=[C:5]([C:3]([OH:4])=[O:2])[CH:14]=[CH:13]2. The yield is 0.690. (5) The reactants are Cl.[Br:2][C:3]1[CH:11]=[C:10]2[C:6]([C:7]([CH2:12][CH2:13][NH2:14])=[CH:8][NH:9]2)=[CH:5][CH:4]=1.Br[C:16]1[CH:24]=CC=C2[C:17]=1C(CCN)=CN2.[O-]S([O-])(=O)=O.[Na+].[Na+]. The catalyst is CC(C)=O.C(O)CCC. The product is [Br:2][C:3]1[CH:11]=[C:10]2[C:6]([C:7]3[CH2:12][CH2:13][NH:14][C:16]([CH3:24])([CH3:17])[C:8]=3[NH:9]2)=[CH:5][CH:4]=1. The yield is 0.150. (6) The reactants are [CH3:1][N:2]1[CH:7]=[C:6](B2OC(C)(C)C(C)(C)O2)[CH:5]=[C:4]([NH:17][C:18]2[CH:30]=[C:21]3[CH2:22][N:23]([CH:26]4[CH2:29][O:28][CH2:27]4)[CH2:24][CH2:25][N:20]3[N:19]=2)[C:3]1=[O:31].Cl[C:33]1[C:38]([CH:39]=[O:40])=[C:37]([N:41]2[CH2:53][CH2:52]C3N4[C:45]([CH2:46][CH2:47][CH2:48][CH2:49]4)=[C:44]([F:54])[C:43]=3[C:42]2=[O:55])[N:36]=[CH:35][CH:34]=1.[O-]P([O-])([O-])=O.[K+].[K+].[K+].C([O-])(=O)C.[Na+].[C:69](#[N:71])C. The catalyst is C1C=CC(P(C2C=CC=CC=2)[C-]2C=CC=C2)=CC=1.C1C=CC(P(C2C=CC=CC=2)[C-]2C=CC=C2)=CC=1.Cl[Pd]Cl.[Fe+2].O. The product is [F:54][C:44]1[C:45]2[CH2:46][CH2:47][CH2:48][CH2:49][C:69]=2[N:71]2[CH2:52][CH2:53][N:41]([C:37]3[N:36]=[CH:35][CH:34]=[C:33]([C:6]4[CH:5]=[C:4]([NH:17][C:18]5[CH:30]=[C:21]6[CH2:22][N:23]([CH:26]7[CH2:29][O:28][CH2:27]7)[CH2:24][CH2:25][N:20]6[N:19]=5)[C:3](=[O:31])[N:2]([CH3:1])[CH:7]=4)[C:38]=3[CH:39]=[O:40])[C:42](=[O:55])[C:43]=12. The yield is 0.600. (7) The product is [N+:1]([C:4]1[CH:9]=[CH:8][CH:7]=[C:6]([C:10]2[CH:11]=[CH:12][N:13]=[CH:14][CH:15]=2)[C:5]=1[NH2:16])([O-:3])=[O:2]. The reactants are [N+:1]([C:4]1[CH:9]=[CH:8][CH:7]=[C:6]([C:10]2[CH:15]=[CH:14][N:13]=[CH:12][CH:11]=2)[C:5]=1[NH:16]C(=O)C)([O-:3])=[O:2].[OH-].[Na+]. The yield is 0.910. The catalyst is CO.